From a dataset of Forward reaction prediction with 1.9M reactions from USPTO patents (1976-2016). Predict the product of the given reaction. The product is: [CH3:19][C:18]1[CH:17]=[CH:16][C:15]([NH:20][C:21](=[O:34])[C:22]2[CH:27]=[CH:26][CH:25]=[C:24]([N:28]3[CH2:29][CH2:30][O:31][CH2:32][CH2:33]3)[CH:23]=2)=[CH:14][C:13]=1[NH:12][C:6](=[O:7])[C:5]1[CH:9]=[CH:10][CH:11]=[C:3]([CH2:2][Cl:1])[CH:4]=1. Given the reactants [Cl:1][CH2:2][C:3]1[CH:4]=[C:5]([CH:9]=[CH:10][CH:11]=1)[C:6](Cl)=[O:7].[NH2:12][C:13]1[CH:14]=[C:15]([NH:20][C:21](=[O:34])[C:22]2[CH:27]=[CH:26][CH:25]=[C:24]([N:28]3[CH2:33][CH2:32][O:31][CH2:30][CH2:29]3)[CH:23]=2)[CH:16]=[CH:17][C:18]=1[CH3:19], predict the reaction product.